Predict the product of the given reaction. From a dataset of Forward reaction prediction with 1.9M reactions from USPTO patents (1976-2016). (1) Given the reactants C([N:8]1[CH2:18][CH:17]2[CH2:19][CH:10]([C:11]3[CH:12]=[CH:13][N:14]=[CH:15][C:16]=32)[CH2:9]1)C1C=CC=CC=1.[ClH:20].CCOC(C)=O, predict the reaction product. The product is: [ClH:20].[ClH:20].[CH:17]12[CH2:19][CH:10]([CH2:9][NH:8][CH2:18]1)[C:11]1[CH:12]=[CH:13][N:14]=[CH:15][C:16]2=1. (2) Given the reactants [CH2:1]([O:4][C:5]1([CH3:28])[CH2:10][CH2:9][N:8]([C:11]2[N:16]3[N:17]=[C:18]([Br:20])[CH:19]=[C:15]3[N:14]=[C:13]([CH3:21])[C:12]=2[C:22](=[O:27])[C:23]([O:25][CH3:26])=[O:24])[CH2:7][CH2:6]1)[CH:2]=[CH2:3].CB1N2CCC[C@@H:33]2[C:32]([C:44]2C=CC=CC=2)([C:38]2C=CC=CC=2)O1.CC#N.C(=O)=O.[B]1OC2C(=CC=CC=2)O1, predict the reaction product. The product is: [CH2:1]([O:4][C:5]1([CH3:28])[CH2:10][CH2:9][N:8]([C:11]2[N:16]3[N:17]=[C:18]([Br:20])[CH:19]=[C:15]3[N:14]=[C:13]([CH3:21])[C:12]=2[C@H:22]([O:27][C:32]([CH3:44])([CH3:38])[CH3:33])[C:23]([O:25][CH3:26])=[O:24])[CH2:7][CH2:6]1)[CH:2]=[CH2:3]. (3) The product is: [OH:15][C:9]1[C:10]([NH:14][C:21]2[C:22](=[O:26])[C:23](=[O:24])[C:20]=2[O:19][CH3:18])=[CH:11][CH:12]=[CH:13][C:8]=1[C:7]([CH2:6][NH:5][CH2:4][C:3]([O:2][CH3:1])=[O:17])=[O:16]. Given the reactants [CH3:1][O:2][C:3](=[O:17])[CH2:4][NH:5][CH2:6][C:7](=[O:16])[C:8]1[CH:13]=[CH:12][CH:11]=[C:10]([NH2:14])[C:9]=1[OH:15].[CH3:18][O:19][C:20]1[C:21](=O)[C:22](=[O:26])[C:23]=1[O:24]C, predict the reaction product. (4) Given the reactants [OH:1][C:2]12[CH2:8][C:5]([C:9]([O:11][CH3:12])=[O:10])([CH2:6][CH2:7]1)[CH2:4][CH2:3]2.C(C1C=CC=C(C(C)(C)C)N=1)(C)(C)C.Cl[CH2:28][C:29]1[CH:34]=[CH:33][CH:32]=[CH:31][C:30]=1[O:35][C:36]1[CH:41]=[CH:40][CH:39]=[CH:38][CH:37]=1, predict the reaction product. The product is: [O:35]([C:30]1[CH:31]=[CH:32][CH:33]=[CH:34][C:29]=1[CH2:28][O:1][C:2]12[CH2:8][C:5]([C:9]([O:11][CH3:12])=[O:10])([CH2:4][CH2:3]1)[CH2:6][CH2:7]2)[C:36]1[CH:37]=[CH:38][CH:39]=[CH:40][CH:41]=1. (5) Given the reactants [CH2:1]([N:3]1[CH2:8][CH2:7][CH2:6][C@H:5]([NH:9]C(=O)C)[CH2:4]1)[CH3:2].[ClH:13], predict the reaction product. The product is: [ClH:13].[CH2:1]([N:3]1[CH2:8][CH2:7][CH2:6][C@H:5]([NH2:9])[CH2:4]1)[CH3:2].